Dataset: Experimentally validated miRNA-target interactions with 360,000+ pairs, plus equal number of negative samples. Task: Binary Classification. Given a miRNA mature sequence and a target amino acid sequence, predict their likelihood of interaction. (1) The miRNA is hsa-miR-1343-5p with sequence UGGGGAGCGGCCCCCGGGUGGG. The protein sequence of the target gene is MQAIKCVVVGDGAVGKTCLLISYTTNAFPGEYIPTVFDNYSANVMVDGKPVNLGLWDTAGQEDYDRLRPLSYPQTDVFLICFSLVSPASFENVRAKWYPEVRHHCPNTPIILVGTKLDLRDDKDTIEKLKEKKLTPITYPQGLAMAKEIGAVKYLECSALTQRGLKTVFDEAIRAVLCPPPVKKRKRKCLLL. Result: 1 (interaction). (2) The miRNA is hsa-miR-219a-5p with sequence UGAUUGUCCAAACGCAAUUCU. The protein sequence of the target gene is MPAERPAGSGGSEAPAMVEQLDTAVITPAMLEEEEQLEAAGLERERKMLEKARMSWDRESTEIRYRRLQHLLEKSNIYSKFLLTKMEQQQLEEQKKKEKLERKKESLKVKKGKNSIDASEEKPVMRKKRGREDESYNISEVMSKEEILSVAKKNKKENEDENSSSTNLCVEDLQKNKDSNSIIKDRLSETVRQNTKFFFDPVRKCNGQPVPFQQPKHFTGGVMRWYQVEGMEWLRMLWENGINGILADEMGLGKTVQCIATIALMIQRGVPGPFLVCGPLSTLPNWMAEFKRFTPDIPTM.... Result: 0 (no interaction). (3) The miRNA is hsa-miR-507 with sequence UUUUGCACCUUUUGGAGUGAA. The protein sequence of the target gene is MARFGLPALLCTLAVLSAALLAAELKSKSCSEVRRLYVSKGFNKNDAPLHEINGDHLKICPQGSTCCSQEMEEKYSLQSKDDFKSVVSEQCNHLQAVFASRYKKFDEFFKELLENAEKSLNDMFVKTYGHLYMQNSELFKDLFVELKRYYVVGNVNLEEMLNDFWARLLERMFRLVNSQYHFTDEYLECVSKYTEQLKPFGDVPRKLKLQVTRAFVAARTFAQGLAVAGDVVSKVSVVNPTAQCTHALLKMIYCSHCRGLVTVKPCYNYCSNIMRGCLANQGDLDFEWNNFIDAMLMVAE.... Result: 1 (interaction). (4) The miRNA is rno-miR-200c-3p with sequence UAAUACUGCCGGGUAAUGAUG. The protein sequence of the target gene is MEEKRRKYSISSDNSDTTDSHATSTSASRCSKLPSSTKSGWPRQNEKKPSEVFRTDLITAMKIPDSYQLSPDDYYILADPWRQEWEKGVQVPAGAEAIPEPVVRILPPLEGPPAQASPSSTMLGEGSQPDWPGGSRYDLDEIDAYWLELINSELKEMERPELDELTLERVLEELETLCHQNMARAIETQEGLGIEYDEDVVCDVCRSPEGEDGNEMVFCDKCNVCVHQACYGILKVPTGSWLCRTCALGVQPKCLLCPKRGGALKPTRSGTKWVHVSCALWIPEVSIGCPEKMEPITKIS.... Result: 0 (no interaction). (5) The miRNA is hsa-miR-7110-5p with sequence UGGGGGUGUGGGGAGAGAGAG. The protein sequence of the target gene is MEIAPQEAPPVPGADGDIEEAPAEAGSPSPASPPADGRLKAAAKRVTFPSDEDIVSGAVEPKDPWRHAQNVTVDEVIGAYKQACQKLNCRQIPKLLRQLQEFTDLGHRLDCLDLKGEKLDYKTCEALEEVFKRLQFKVVDLEQTNLDEDGASALFDMIEYYESATHLNISFNKHIGTRGWQAAAHMMRKTSCLQYLDARNTPLLDHSAPFVARALRIRSSLAVLHLENASLSGRPLMLLATALKMNMNLRELYLADNKLNGLQDSAQLGNLLKFNCSLQILDLRNNHVLDSGLAYICEGL.... Result: 0 (no interaction). (6) The miRNA is hsa-miR-4530 with sequence CCCAGCAGGACGGGAGCG. The protein sequence of the target gene is MAVNVYSTSVTSDNLSRHDMLAWINESLQLNLTKIEQLCSGAAYCQFMDMLFPGSIALKKVKFQAKLEHEYIQNFKILQAGFKRMGVDKIIPVDKLVKGKFQDNFEFVQWFKKFFDANYDGKEYDPVAARQGQETAVAPSLVAPALSKPKKPLGSSTAAPQRPIATQRTTAAPKAGPGMVRKNPGVGNGDDEAAELMQQVKVLKLTVEDLEKERDFYFGKLRNIELICQENEGENDPVLQRIVDILYATDEGFVIPDEGGPQEEQEEY. Result: 0 (no interaction). (7) The miRNA is hsa-miR-183-5p with sequence UAUGGCACUGGUAGAAUUCACU. The protein sequence of the target gene is MLHLSAAPPAPPPEVTATARPCLCSVGRRGDGGKMAAAGALERSFVELSGAERERPRHFREFTVCSIGTANAVAGAVKYSESAGGFYYVESGKLFSVTRNRFIHWKTSGDTLELMEESLDINLLNNAIRLKFQNCSVLPGGVYVSETQNRVIILMLTNQTVHRLLLPHPSRMYRSELVVDSQMQSIFTDIGKVDFTDPCNYQLIPAVPGISPNSTASTAWLSSDGEALFALPCASGGIFVLKLPPYDIPGMVSVVELKQSSVMQRLLTGWMPTAIRGDQSPSDRPLSLAVHCVEHDAFIF.... Result: 0 (no interaction). (8) The miRNA is mmu-miR-10a-5p with sequence UACCCUGUAGAUCCGAAUUUGUG. The protein sequence of the target gene is MAGLRVLLCLGALLARQGSAGLQLLLNPSRANLSVRPNSEVLPGIHPDLEAVAIGEVHDNVTLRCGSASGSRGLVTWYRNDSEPAFLVSFNSSLPPAAPRFSLEDAGALRIEALRLEDDGNYTCQEVLNETHWFPVRLRVASGPAYVEVNISATGTLPNGTLYAARGSQVDFNCCSAAQPPPEVEWWIQTHSIPEFLGKNLSANSFTLMLMSQNLQGNYTCSATNVLSGRQRKVTTELLVYWPPPSAPQCSVEVSSESTTLELACNWDGGYPDPTFLWTEEPGGTIMGNSKLQTLSPAQL.... Result: 1 (interaction). (9) The miRNA is mmu-miR-344h-3p with sequence GGUAUAACCAAAGCCCGACUGU. The protein sequence of the target gene is MPAGMTKHGSRSTSSLPPEPMEIVRSKACSRRVRLNVGGLAHEVLWRTLDRLPRTRLGKLRDCNTHDSLLQVCDDYSLEDNEYFFDRHPGAFTSILNFYRTGRLHMMEEMCALSFSQELDYWGIDEIYLESCCQARYHQKKEQMNEELKREAETLREREGEEFDNTCCAEKRKKLWDLLEKPNSSVAAKILAIISIMFIVLSTIALSLNTLPELQSLDEFGQSTDNPQLAHVEAVCIAWFTMEYLLRFLSSPKKWKFFKGPLNAIDLLAILPYYVTIFLTESNKSVLQFQNVRRVVQIFR.... Result: 0 (no interaction). (10) The miRNA is hsa-miR-296-5p with sequence AGGGCCCCCCCUCAAUCCUGU. The protein sequence of the target gene is MKHTLALLAPLLGLGLGLALSQLAAGATDCKFLGPAEHLTFTPAARARWLAPRVRAPGLLDSLYGTVRRFLSVVQLNPFPSELVKALLNELASVKVNEVVRYEAGYVVCAVIAGLYLLLVPTAGLCFCCCRCHRRCGGRVKTEHKALACERAALMVFLLLTTLLLLIGVVCAFVTNQRTHEQMGPSIEAMPETLLSLWGLVSDVPQELQAVAQQFSLPQEQVSEELDGVGVSIGSAIHTQLRSSVYPLLAAVGSLGQVLQVSVHHLQTLNATVVELQAGQQDLEPAIREHRDRLLELLQE.... Result: 0 (no interaction).